From a dataset of Forward reaction prediction with 1.9M reactions from USPTO patents (1976-2016). Predict the product of the given reaction. The product is: [CH:1]1([N:4]2[C:12]3[C:7](=[C:8]([O:16][CH2:17][CH3:18])[CH:9]=[C:10]([C:13]([N:28]4[CH2:29][CH2:30][C:25]5([CH2:24][C:23](=[O:22])[C:37]6[C:32](=[CH:33][CH:34]=[C:35]([C:38]7[CH:43]=[CH:42][N:41]=[C:40]([C:44]([OH:46])=[O:45])[CH:39]=7)[CH:36]=6)[O:31]5)[CH2:26][CH2:27]4)=[O:15])[CH:11]=3)[C:6]([CH3:19])=[CH:5]2)[CH2:2][CH2:3]1. Given the reactants [CH:1]1([N:4]2[C:12]3[C:7](=[C:8]([O:16][CH2:17][CH3:18])[CH:9]=[C:10]([C:13]([OH:15])=O)[CH:11]=3)[C:6]([CH3:19])=[CH:5]2)[CH2:3][CH2:2]1.Cl.Cl.[O:22]=[C:23]1[C:37]2[C:32](=[CH:33][CH:34]=[C:35]([C:38]3[CH:43]=[CH:42][N:41]=[C:40]([C:44]([O:46]C)=[O:45])[CH:39]=3)[CH:36]=2)[O:31][C:25]2([CH2:30][CH2:29][NH:28][CH2:27][CH2:26]2)[CH2:24]1, predict the reaction product.